From a dataset of NCI-60 drug combinations with 297,098 pairs across 59 cell lines. Regression. Given two drug SMILES strings and cell line genomic features, predict the synergy score measuring deviation from expected non-interaction effect. (1) Drug 2: CN1C2=C(C=C(C=C2)N(CCCl)CCCl)N=C1CCCC(=O)O.Cl. Cell line: KM12. Drug 1: CC1=C(C=C(C=C1)NC(=O)C2=CC=C(C=C2)CN3CCN(CC3)C)NC4=NC=CC(=N4)C5=CN=CC=C5. Synergy scores: CSS=-10.9, Synergy_ZIP=5.23, Synergy_Bliss=-0.664, Synergy_Loewe=-8.29, Synergy_HSA=-9.06. (2) Drug 1: CN1C2=C(C=C(C=C2)N(CCCl)CCCl)N=C1CCCC(=O)O.Cl. Drug 2: CC12CCC3C(C1CCC2OP(=O)(O)O)CCC4=C3C=CC(=C4)OC(=O)N(CCCl)CCCl.[Na+]. Cell line: NCI-H522. Synergy scores: CSS=22.4, Synergy_ZIP=-7.52, Synergy_Bliss=0.246, Synergy_Loewe=-2.81, Synergy_HSA=1.74.